From a dataset of Forward reaction prediction with 1.9M reactions from USPTO patents (1976-2016). Predict the product of the given reaction. (1) The product is: [C@@H:6]1([C:24]2[CH:29]=[CH:28][C:27]([Cl:30])=[C:26]([CH2:31][C:32]3[S:33][C:34]([C:37]4[CH:42]=[CH:41][CH:40]=[C:39]([O:43][CH2:44][CH3:45])[N:38]=4)=[CH:35][CH:36]=3)[CH:25]=2)[O:7][C@H:8]([CH2:19][OH:20])[C@@H:9]([OH:15])[C@H:10]([OH:11])[C@H:5]1[OH:4]. Given the reactants C([O:4][C@@H:5]1[C@@H:10]([O:11]C(=O)C)[C@H:9]([O:15]C(=O)C)[C@@H:8]([CH2:19][O:20]C(=O)C)[O:7][C@H:6]1[C:24]1[CH:29]=[CH:28][C:27]([Cl:30])=[C:26]([CH2:31][C:32]2[S:33][C:34]([C:37]3[CH:42]=[CH:41][CH:40]=[C:39]([O:43][CH2:44][CH3:45])[N:38]=3)=[CH:35][CH:36]=2)[CH:25]=1)(=O)C.[H-].[Na+], predict the reaction product. (2) Given the reactants [Br:1][C:2]1[CH:7]=[C:6]([CH3:8])[C:5](I)=[C:4]([CH3:10])[CH:3]=1.C([Mg]Cl)(C)C.[O:16]1[CH:20]=[CH:19][CH:18]=[C:17]1[CH:21]=[O:22].[Cl-].[NH4+], predict the reaction product. The product is: [Br:1][C:2]1[CH:7]=[C:6]([CH3:8])[C:5]([C:18]2[CH:19]=[CH:20][O:16][C:17]=2[CH2:21][OH:22])=[C:4]([CH3:10])[CH:3]=1. (3) Given the reactants [C:1]([O:5][C:6]([NH:8][C@@H:9]([CH2:13][C:14]1[CH:19]=[CH:18][C:17]([N+:20]([O-:22])=[O:21])=[CH:16][CH:15]=1)[C:10](O)=[O:11])=[O:7])([CH3:4])([CH3:3])[CH3:2].C[N:24]1CCOCC1.ClC(OCC(C)C)=O.N, predict the reaction product. The product is: [NH2:24][C:10](=[O:11])[C@@H:9]([NH:8][C:6](=[O:7])[O:5][C:1]([CH3:4])([CH3:3])[CH3:2])[CH2:13][C:14]1[CH:19]=[CH:18][C:17]([N+:20]([O-:22])=[O:21])=[CH:16][CH:15]=1. (4) The product is: [CH2:11]([C:4]1[S:3][C:2]2[NH:1][C:14](=[O:16])[N:40]([CH2:39][CH2:38][N:32]3[CH2:37][CH2:36][O:35][CH2:34][CH2:33]3)[C:7](=[O:9])[C:6]=2[CH:5]=1)[CH3:12]. Given the reactants [NH2:1][C:2]1[S:3][C:4]([CH2:11][CH3:12])=[CH:5][C:6]=1[C:7]([O:9]C)=O.Cl[C:14](Cl)([O:16]C(=O)OC(Cl)(Cl)Cl)Cl.C(N(CC)CC)C.[N:32]1([CH2:38][CH2:39][NH2:40])[CH2:37][CH2:36][O:35][CH2:34][CH2:33]1, predict the reaction product.